From a dataset of Catalyst prediction with 721,799 reactions and 888 catalyst types from USPTO. Predict which catalyst facilitates the given reaction. (1) Reactant: [CH2:1]([O:5][CH2:6][CH2:7][O:8][C:9]1[CH:14]=[CH:13][C:12]([C:15]2[CH:16]=[CH:17][C:18]3[N:24]([CH2:25][CH:26]([CH3:28])[CH3:27])[CH2:23][CH2:22][C:21]([C:29]([NH:31][C:32]4[CH:33]=[N:34][C:35]([S:38][CH2:39][C:40]5[C:41]([CH3:46])=[N:42][CH:43]=[CH:44][CH:45]=5)=[CH:36][CH:37]=4)=[O:30])=[CH:20][C:19]=3[CH:47]=2)=[CH:11][CH:10]=1)[CH2:2][CH2:3][CH3:4].ClC1C=CC=C(C(OO)=[O:56])C=1.S([O-])([O-])(=O)=S.[Na+].[Na+]. Product: [CH2:1]([O:5][CH2:6][CH2:7][O:8][C:9]1[CH:14]=[CH:13][C:12]([C:15]2[CH:16]=[CH:17][C:18]3[N:24]([CH2:25][CH:26]([CH3:27])[CH3:28])[CH2:23][CH2:22][C:21]([C:29]([NH:31][C:32]4[CH:33]=[N:34][C:35]([S:38]([CH2:39][C:40]5[C:41]([CH3:46])=[N:42][CH:43]=[CH:44][CH:45]=5)=[O:56])=[CH:36][CH:37]=4)=[O:30])=[CH:20][C:19]=3[CH:47]=2)=[CH:11][CH:10]=1)[CH2:2][CH2:3][CH3:4]. The catalyst class is: 2. (2) Reactant: [OH:1][C:2]1[CH:19]=[CH:18][C:5]2[CH2:6][CH2:7][N:8]([C:11]([O:13][C:14]([CH3:17])([CH3:16])[CH3:15])=[O:12])[CH2:9][CH2:10][C:4]=2[CH:3]=1.C(=O)([O-])[O-].[K+].[K+].[CH2:26](Br)[C:27]1[CH:32]=[CH:31][CH:30]=[CH:29][CH:28]=1. Product: [C:27]1([CH2:26][O:1][C:2]2[CH:19]=[CH:18][C:5]3[CH2:6][CH2:7][N:8]([C:11]([O:13][C:14]([CH3:16])([CH3:15])[CH3:17])=[O:12])[CH2:9][CH2:10][C:4]=3[CH:3]=2)[CH:32]=[CH:31][CH:30]=[CH:29][CH:28]=1. The catalyst class is: 131. (3) Reactant: [CH:1]1([CH2:7][C@H:8]([N:12]2[CH2:16][C:15]([O:17][CH3:18])=[CH:14][C:13]2=[O:19])[C:9]([OH:11])=O)[CH2:6][CH2:5][CH2:4][CH2:3][CH2:2]1.[NH2:20][C:21]1[CH:25]=[CH:24][N:23]([CH2:26][C:27]([CH3:30])([OH:29])[CH3:28])[N:22]=1.F[P-](F)(F)(F)(F)F.N1(O[P+](N(C)C)(N(C)C)N(C)C)C2C=CC=CC=2N=N1.C(N(CC)CC)C. Product: [CH:1]1([CH2:7][C@H:8]([N:12]2[CH2:16][C:15]([O:17][CH3:18])=[CH:14][C:13]2=[O:19])[C:9]([NH:20][C:21]2[CH:25]=[CH:24][N:23]([CH2:26][C:27]([OH:29])([CH3:28])[CH3:30])[N:22]=2)=[O:11])[CH2:2][CH2:3][CH2:4][CH2:5][CH2:6]1. The catalyst class is: 4.